This data is from Reaction yield outcomes from USPTO patents with 853,638 reactions. The task is: Predict the reaction yield, written as a fraction of the theoretical maximum amount of product (1.0 means a 100% yield; for example, 0.34 means a 34% yield). (1) The reactants are [OH:1][C:2]1[CH:7]=[C:6]([CH3:8])[CH:5]=[C:4]([CH3:9])[N:3]=1.C(=O)([O-])[O-].[K+].[K+].Br[CH2:17][CH2:18][O:19][C:20]1[CH:25]=[CH:24][C:23]([N+:26]([O-:28])=[O:27])=[CH:22][CH:21]=1. The catalyst is CN(C=O)C. The product is [CH3:9][C:4]1[CH:5]=[C:6]([CH3:8])[CH:7]=[C:2]([O:1][CH2:17][CH2:18][O:19][C:20]2[CH:21]=[CH:22][C:23]([N+:26]([O-:28])=[O:27])=[CH:24][CH:25]=2)[N:3]=1. The yield is 0.110. (2) The reactants are [OH:1][N:2]=[C:3]([Cl:17])[C@H:4]1[C@H:8]([CH2:9][O:10][CH3:11])[O:7][C:6]2([CH2:16][CH2:15][CH2:14][CH2:13][CH2:12]2)[O:5]1.[CH3:18][S:19](Cl)(=[O:21])=[O:20].C(N(CC)CC)C. No catalyst specified. The product is [CH3:11][O:10][CH2:9][C@@H:8]1[O:7][C:6]2([CH2:16][CH2:15][CH2:14][CH2:13][CH2:12]2)[O:5][C@H:4]1[C:3]([Cl:17])=[N:2][O:1][S:19]([CH3:18])(=[O:21])=[O:20]. The yield is 0.490. (3) The reactants are [O-]P([O-])([O-])=O.[K+].[K+].[K+].[CH2:9]([NH2:16])[C:10]1[CH:15]=[CH:14][CH:13]=[CH:12][CH:11]=1.I[C:18]1[CH:19]=[C:20]([CH:23]=[CH:24][CH:25]=1)[C:21]#[N:22].C(O)CO. The catalyst is [Cu]I.CCCCCC.C(OCC)(=O)C.CC(O)C. The product is [C:9]([C:10]1[CH:15]=[C:14]([NH:22][CH2:21][C:20]2[CH:23]=[CH:24][CH:25]=[CH:18][CH:19]=2)[CH:13]=[CH:12][CH:11]=1)#[N:16]. The yield is 0.800. (4) The reactants are [Br:1][C:2]1[CH:26]=[CH:25][C:5]2[C:6]3[N:10]([CH2:11][CH2:12][O:13][C:4]=2[CH:3]=1)[CH:9]=[C:8]([C:14]1[N:15]([CH:22]([CH3:24])[CH3:23])[N:16]=[C:17]([CH2:19][O:20]C)[N:18]=1)[N:7]=3.C(=O)([O-])[O-].[Na+].[Na+]. The catalyst is Br. The product is [Br:1][C:2]1[CH:26]=[CH:25][C:5]2[C:6]3[N:10]([CH2:11][CH2:12][O:13][C:4]=2[CH:3]=1)[CH:9]=[C:8]([C:14]1[N:15]([CH:22]([CH3:24])[CH3:23])[N:16]=[C:17]([CH2:19][OH:20])[N:18]=1)[N:7]=3. The yield is 0.600. (5) The reactants are [CH:1]([C:3]1[C:4]([N:28]2[CH:40]=[CH:39][N:31]3[C:32]4[CH2:33][CH2:34][CH2:35][CH2:36][C:37]=4[CH:38]=[C:30]3[C:29]2=[O:41])=[N:5][CH:6]=[CH:7][C:8]=1[C:9]1[CH:14]=[C:13]([NH:15][C:16]2[CH:25]=[C:19]3[CH2:20][N:21]([CH3:24])[CH2:22][CH2:23][N:18]3[N:17]=2)[C:12](=[O:26])[N:11]([CH3:27])[CH:10]=1)=[O:2].[BH4-].[Na+]. The catalyst is CO. The product is [OH:2][CH2:1][C:3]1[C:4]([N:28]2[CH:40]=[CH:39][N:31]3[C:32]4[CH2:33][CH2:34][CH2:35][CH2:36][C:37]=4[CH:38]=[C:30]3[C:29]2=[O:41])=[N:5][CH:6]=[CH:7][C:8]=1[C:9]1[CH:14]=[C:13]([NH:15][C:16]2[CH:25]=[C:19]3[CH2:20][N:21]([CH3:24])[CH2:22][CH2:23][N:18]3[N:17]=2)[C:12](=[O:26])[N:11]([CH3:27])[CH:10]=1. The yield is 0.580.